Dataset: Forward reaction prediction with 1.9M reactions from USPTO patents (1976-2016). Task: Predict the product of the given reaction. (1) Given the reactants [C:1]1([CH:7]([C:15]2[CH:20]=[CH:19][CH:18]=[CH:17][CH:16]=2)[C:8]2[CH:9]=[CH:10][C:11](=[O:14])[NH:12][CH:13]=2)[CH:6]=[CH:5][CH:4]=[CH:3][CH:2]=1.Cl[CH2:22]/[CH:23]=[CH:24]/[C:25]1[CH:33]=[CH:32][CH:31]=[C:30]2[C:26]=1[CH:27]=[CH:28][N:29]2[C:34]([O:36][C:37]([CH3:40])([CH3:39])[CH3:38])=[O:35], predict the reaction product. The product is: [C:1]1([CH:7]([C:15]2[CH:20]=[CH:19][CH:18]=[CH:17][CH:16]=2)[C:8]2[CH:9]=[CH:10][C:11](=[O:14])[N:12]([CH2:22]/[CH:23]=[CH:24]/[C:25]3[CH:33]=[CH:32][CH:31]=[C:30]4[C:26]=3[CH:27]=[CH:28][N:29]4[C:34]([O:36][C:37]([CH3:38])([CH3:40])[CH3:39])=[O:35])[CH:13]=2)[CH:2]=[CH:3][CH:4]=[CH:5][CH:6]=1. (2) Given the reactants [Cl:1][C:2]1[CH:3]=[C:4]([CH:19]=[CH:20][C:21]=1[O:22][CH3:23])[CH2:5][NH:6][C:7]1[C:12]([C:13]([OH:15])=[O:14])=[CH:11][N:10]=[C:9](S(C)=O)[N:8]=1.Cl.[CH:25]12[CH2:30][CH:29]1[CH2:28][NH:27][CH2:26]2.C(N(CC)CC)C.O, predict the reaction product. The product is: [CH:25]12[CH2:30][CH:29]1[CH2:28][N:27]([C:9]1[N:8]=[C:7]([NH:6][CH2:5][C:4]3[CH:19]=[CH:20][C:21]([O:22][CH3:23])=[C:2]([Cl:1])[CH:3]=3)[C:12]([C:13]([OH:15])=[O:14])=[CH:11][N:10]=1)[CH2:26]2. (3) Given the reactants [S:1]1[CH:5]=[CH:4][CH:3]=[C:2]1[S:6](Cl)(=[O:8])=[O:7].[CH3:10][O:11][C:12]1[CH:18]=[CH:17][C:15]([NH2:16])=[CH:14][C:13]=1[N:19]1[CH2:24][CH2:23][N:22]([CH3:25])[CH2:21][CH2:20]1, predict the reaction product. The product is: [CH3:10][O:11][C:12]1[CH:18]=[CH:17][C:15]([NH:16][S:6]([C:2]2[S:1][CH:5]=[CH:4][CH:3]=2)(=[O:8])=[O:7])=[CH:14][C:13]=1[N:19]1[CH2:20][CH2:21][N:22]([CH3:25])[CH2:23][CH2:24]1. (4) Given the reactants [CH3:1][N:2]1[CH2:6][CH2:5][CH2:4][CH:3]1[C:7]1[CH:8]=[CH:9][C:10]2[N:11]([CH:13]=[C:14]([C:16]([OH:18])=O)[N:15]=2)[CH:12]=1.CCN(C(C)C)C(C)C.CN(C(ON1N=NC2C=CC=NC1=2)=[N+](C)C)C.F[P-](F)(F)(F)(F)F.[NH2:52][CH:53]1[CH2:58][CH2:57][CH:56]([N:59]2[C:64](=[O:65])[C:63]3[CH:66]=[C:67]([F:70])[CH:68]=[N:69][C:62]=3[N:61]([CH:71]3[CH2:76][CH2:75][S:74][CH2:73][CH2:72]3)[C:60]2=[O:77])[CH2:55][CH2:54]1, predict the reaction product. The product is: [F:70][C:67]1[CH:68]=[N:69][C:62]2[N:61]([CH:71]3[CH2:76][CH2:75][S:74][CH2:73][CH2:72]3)[C:60](=[O:77])[N:59]([C@@H:56]3[CH2:55][CH2:54][C@H:53]([NH:52][C:16]([C:14]4[N:15]=[C:10]5[CH:9]=[CH:8][C:7]([CH:3]6[CH2:4][CH2:5][CH2:6][N:2]6[CH3:1])=[CH:12][N:11]5[CH:13]=4)=[O:18])[CH2:58][CH2:57]3)[C:64](=[O:65])[C:63]=2[CH:66]=1.